From a dataset of Forward reaction prediction with 1.9M reactions from USPTO patents (1976-2016). Predict the product of the given reaction. (1) The product is: [NH:1]1[C:9]2[C:4](=[CH:5][C:6]([C:10]3[N:15]=[C:14]([CH2:16][OH:17])[CH:13]=[C:12]([N:19]4[CH2:24][CH2:23][O:22][CH2:21][CH2:20]4)[N:11]=3)=[CH:7][CH:8]=2)[CH:3]=[CH:2]1. Given the reactants [NH:1]1[C:9]2[C:4](=[CH:5][C:6]([C:10]3[N:15]=[C:14]([C:16](O)=[O:17])[CH:13]=[C:12]([N:19]4[CH2:24][CH2:23][O:22][CH2:21][CH2:20]4)[N:11]=3)=[CH:7][CH:8]=2)[CH:3]=[CH:2]1.[H-].[Al+3].[Li+].[H-].[H-].[H-].O.[OH-].[Na+], predict the reaction product. (2) Given the reactants Br[C:2]1[C:3]([F:14])=[C:4]2[C:8](=[CH:9][C:10]=1[F:11])[NH:7][CH:6]=[C:5]2[CH:12]=[O:13].CC1(C)COB([C:22]2[CH:31]=[CH:30][C:25]([O:26][CH2:27][CH2:28][OH:29])=[CH:24][CH:23]=2)OC1.C(=O)([O-])[O-].[K+].[K+], predict the reaction product. The product is: [F:14][C:3]1[C:2]([C:22]2[CH:31]=[CH:30][C:25]([O:26][CH2:27][CH2:28][OH:29])=[CH:24][CH:23]=2)=[C:10]([F:11])[CH:9]=[C:8]2[C:4]=1[C:5]([CH:12]=[O:13])=[CH:6][NH:7]2. (3) Given the reactants CC1N=C2N(CC3C=CC(/C=C/CO)=CC=3)C(CCC)=NC2=C(C)C=1.C[O:27][C:28](=O)/[CH:29]=[CH:30]/[C:31]1[CH:36]=[CH:35][C:34]([CH2:37][N:38]2[C:42]3=[N:43][C:44]([CH3:48])=[CH:45][C:46]([CH3:47])=[C:41]3[N:40]=[C:39]2[CH2:49][CH2:50][CH2:51][CH3:52])=[CH:33][CH:32]=1, predict the reaction product. The product is: [CH2:49]([C:39]1[N:38]([CH2:37][C:34]2[CH:35]=[CH:36][C:31](/[CH:30]=[CH:29]/[CH2:28][OH:27])=[CH:32][CH:33]=2)[C:42]2=[N:43][C:44]([CH3:48])=[CH:45][C:46]([CH3:47])=[C:41]2[N:40]=1)[CH2:50][CH2:51][CH3:52]. (4) Given the reactants [OH:1][C:2]([C@H:27]1[CH2:32][CH2:31][C@H:30]([C:33]([O:35]CCCC)=[O:34])[CH2:29][CH2:28]1)([C:4]1[S:5][C:6]([C:9]2[CH:14]=[C:13]([NH:15][C:16]3[N:21]=[C:20]([C:22]([F:25])([F:24])[F:23])[CH:19]=[CH:18][N:17]=3)[CH:12]=[C:11]([CH3:26])[CH:10]=2)=[CH:7][N:8]=1)[CH3:3].[OH-].[Na+].Cl, predict the reaction product. The product is: [OH:1][C@:2]([C@H:27]1[CH2:32][CH2:31][C@H:30]([C:33]([OH:35])=[O:34])[CH2:29][CH2:28]1)([C:4]1[S:5][C:6]([C:9]2[CH:14]=[C:13]([NH:15][C:16]3[N:21]=[C:20]([C:22]([F:23])([F:25])[F:24])[CH:19]=[CH:18][N:17]=3)[CH:12]=[C:11]([CH3:26])[CH:10]=2)=[CH:7][N:8]=1)[CH3:3].[OH:1][C@@:2]([C@H:27]1[CH2:32][CH2:31][C@H:30]([C:33]([OH:35])=[O:34])[CH2:29][CH2:28]1)([C:4]1[S:5][C:6]([C:9]2[CH:14]=[C:13]([NH:15][C:16]3[N:21]=[C:20]([C:22]([F:23])([F:25])[F:24])[CH:19]=[CH:18][N:17]=3)[CH:12]=[C:11]([CH3:26])[CH:10]=2)=[CH:7][N:8]=1)[CH3:3]. (5) Given the reactants [OH:1][C@H:2]([CH2:13][NH:14][C:15]1[CH:20]=[CH:19][C:18]([N:21]2[CH2:26][CH2:25][O:24][CH2:23][C:22]2=[O:27])=[CH:17][CH:16]=1)[CH2:3][NH:4][C:5]([C:7]1[S:8][C:9]([Cl:12])=[CH:10][CH:11]=1)=[O:6].CN1CCC[C:30]1=[O:34].C1N=CN(C(N2C=NC=C2)=O)C=1, predict the reaction product. The product is: [Cl:12][C:9]1[S:8][C:7]([C:5]([NH:4][CH2:3][C@@H:2]2[O:1][C:30](=[O:34])[N:14]([C:15]3[CH:16]=[CH:17][C:18]([N:21]4[CH2:26][CH2:25][O:24][CH2:23][C:22]4=[O:27])=[CH:19][CH:20]=3)[CH2:13]2)=[O:6])=[CH:11][CH:10]=1. (6) Given the reactants [NH2:1][CH:2]1[CH2:7][CH2:6][N:5]([C:8]([O:10][C:11]([CH3:14])([CH3:13])[CH3:12])=[O:9])[CH2:4][CH2:3]1.C1([O:21][C:22]([O:24][CH2:25][C:26]([O:28][CH2:29][CH3:30])=[O:27])=O)C=CC=CC=1, predict the reaction product. The product is: [CH2:29]([O:28][C:26](=[O:27])[CH2:25][O:24][C:22]([NH:1][CH:2]1[CH2:3][CH2:4][N:5]([C:8]([O:10][C:11]([CH3:14])([CH3:13])[CH3:12])=[O:9])[CH2:6][CH2:7]1)=[O:21])[CH3:30]. (7) Given the reactants [OH:1][CH:2]1[CH2:7][CH2:6][N:5]([C:8]2[N:13]=[CH:12][C:11]([C:14]3[N:15]=[N:16][N:17]([CH2:19][C:20]([O:22][CH2:23][CH3:24])=[O:21])[N:18]=3)=[CH:10][N:9]=2)[CH2:4][CH2:3]1.[Br:25][C:26]1[CH:27]=[CH:28][C:29]([Cl:33])=[C:30](O)[CH:31]=1.C1(P(C2C=CC=CC=2)C2C=CC=CC=2)C=CC=CC=1.N(C(OCC)=O)=NC(OCC)=O, predict the reaction product. The product is: [Br:25][C:26]1[CH:31]=[CH:30][C:29]([Cl:33])=[C:28]([CH:27]=1)[O:1][CH:2]1[CH2:3][CH2:4][N:5]([C:8]2[N:9]=[CH:10][C:11]([C:14]3[N:15]=[N:16][N:17]([CH2:19][C:20]([O:22][CH2:23][CH3:24])=[O:21])[N:18]=3)=[CH:12][N:13]=2)[CH2:6][CH2:7]1. (8) The product is: [C:16]([O:15][C:13](=[O:14])[NH:4][CH2:5][CH2:6][N:7]1[CH2:12][CH2:11][O:10][CH2:9][CH2:8]1)([CH3:19])([CH3:18])[CH3:17]. Given the reactants ClCCl.[NH2:4][CH2:5][CH2:6][N:7]1[CH2:12][CH2:11][O:10][CH2:9][CH2:8]1.[C:13](O[C:13]([O:15][C:16]([CH3:19])([CH3:18])[CH3:17])=[O:14])([O:15][C:16]([CH3:19])([CH3:18])[CH3:17])=[O:14], predict the reaction product. (9) Given the reactants [F:1][C:2]1[C:3]([NH:12][C:13]2[CH:18]=[CH:17][C:16]([C:19]#[C:20][CH2:21][O:22][CH3:23])=[CH:15][C:14]=2[F:24])=[C:4]([CH:8]=[CH:9][C:10]=1[F:11])[C:5]([OH:7])=[O:6], predict the reaction product. The product is: [F:1][C:2]1[C:3]([NH:12][C:13]2[CH:18]=[CH:17][C:16]([CH2:19][CH2:20][CH2:21][O:22][CH3:23])=[CH:15][C:14]=2[F:24])=[C:4]([CH:8]=[CH:9][C:10]=1[F:11])[C:5]([OH:7])=[O:6].